This data is from Catalyst prediction with 721,799 reactions and 888 catalyst types from USPTO. The task is: Predict which catalyst facilitates the given reaction. Reactant: [Cl:1][C:2]1[CH:7]=[C:6]([CH3:8])[CH:5]=[CH:4][C:3]=1[NH:9][C:10](=[O:44])[CH2:11][C@@H:12]([C:24]1[O:28][N:27]=[C:26]([C:29]2[CH:33]=[C:32]([C:34]([F:40])([F:39])[C:35]([CH3:38])([CH3:37])[CH3:36])[O:31][N:30]=2)[C:25]=1[CH:41]1[CH2:43][CH2:42]1)[CH2:13][CH2:14][CH2:15][O:16]CC1C=CC=CC=1.B(Br)(Br)Br. The catalyst class is: 4. Product: [Cl:1][C:2]1[CH:7]=[C:6]([CH3:8])[CH:5]=[CH:4][C:3]=1[NH:9][C:10](=[O:44])[CH2:11][C@@H:12]([C:24]1[O:28][N:27]=[C:26]([C:29]2[CH:33]=[C:32]([C:34]([F:40])([F:39])[C:35]([CH3:37])([CH3:38])[CH3:36])[O:31][N:30]=2)[C:25]=1[CH:41]1[CH2:43][CH2:42]1)[CH2:13][CH2:14][CH2:15][OH:16].